Dataset: Reaction yield outcomes from USPTO patents with 853,638 reactions. Task: Predict the reaction yield, written as a fraction of the theoretical maximum amount of product (1.0 means a 100% yield; for example, 0.34 means a 34% yield). (1) The reactants are [C:1]([C:5]1[O:9][N:8]=[C:7]([NH:10][C:11]([NH:13][C:14]2[CH:19]=[CH:18][CH:17]=[C:16]([C:20]#[C:21][C:22]3[CH:23]=[N:24][C:25](Cl)=[N:26][CH:27]=3)[CH:15]=2)=[O:12])[CH:6]=1)([CH3:4])([CH3:3])[CH3:2].[NH2:29][CH2:30][CH2:31][N:32]1[CH2:37][CH2:36][N:35](C(OC(C)(C)C)=O)[CH2:34][CH2:33]1.Cl. The catalyst is CC#N. The product is [C:1]([C:5]1[O:9][N:8]=[C:7]([NH:10][C:11]([NH:13][C:14]2[CH:19]=[CH:18][CH:17]=[C:16]([C:20]#[C:21][C:22]3[CH:23]=[N:24][C:25]([NH:29][CH2:30][CH2:31][N:32]4[CH2:37][CH2:36][NH:35][CH2:34][CH2:33]4)=[N:26][CH:27]=3)[CH:15]=2)=[O:12])[CH:6]=1)([CH3:4])([CH3:3])[CH3:2]. The yield is 0.990. (2) The reactants are [C:1](OC)(=[O:6])[CH2:2][C:3]([CH3:5])=[O:4].[Li+].CC([N-]C(C)C)C.[CH:17]1([C:22](=[O:36])[CH2:23][CH2:24][C:25]2[C:30]([O:31][CH2:32][CH3:33])=[CH:29][N:28]=[C:27]([CH2:34][CH3:35])[CH:26]=2)[CH2:21][CH2:20][CH2:19][CH2:18]1.[OH-].[Na+].C(=O)([O-])[O-].[K+].[K+]. The product is [CH:17]1([C:22]2([CH2:23][CH2:24][C:25]3[C:30]([O:31][CH2:32][CH3:33])=[CH:29][N:28]=[C:27]([CH2:34][CH3:35])[CH:26]=3)[O:36][C:1](=[O:6])[CH2:2][C:3](=[O:4])[CH2:5]2)[CH2:21][CH2:20][CH2:19][CH2:18]1. The yield is 9.90. The catalyst is C1COCC1. (3) The reactants are [CH:1]([C:3]1[C:11]2[C:6](=[CH:7][C:8]([C@H:12]3[C@@:14]4([C:22]5[C:17](=[CH:18][CH:19]=[CH:20][CH:21]=5)[NH:16][C:15]4=[O:23])[CH2:13]3)=[CH:9][CH:10]=2)[NH:5][N:4]=1)=[CH2:2].Br[C:25]1[CH:30]=[CH:29][N:28]=[C:27]([CH3:31])[CH:26]=1.CCN(C(C)C)C(C)C.CC1C=CC=CC=1P(C1C=CC=CC=1C)C1C=CC=CC=1C. The catalyst is CN(C=O)C.CC([O-])=O.CC([O-])=O.[Pd+2]. The yield is 0.230. The product is [CH3:31][C:27]1[CH:26]=[C:25](/[CH:2]=[CH:1]/[C:3]2[C:11]3[C:6](=[CH:7][C:8]([C@H:12]4[C@@:14]5([C:22]6[C:17](=[CH:18][CH:19]=[CH:20][CH:21]=6)[NH:16][C:15]5=[O:23])[CH2:13]4)=[CH:9][CH:10]=3)[NH:5][N:4]=2)[CH:30]=[CH:29][N:28]=1. (4) The reactants are [CH3:1][N:2]1[CH2:7][CH2:6][CH:5]([O:8][C:9]2[CH:10]=[CH:11][C:12]3[N:16]=[CH:15][N:14]([C:17]4[S:21][C:20]([C:22]([O:24]C)=O)=[C:19]([O:26][C@@H:27]([C:29]5[CH:34]=[CH:33][CH:32]=[CH:31][C:30]=5[C:35]([F:38])([F:37])[F:36])[CH3:28])[CH:18]=4)[C:13]=3[CH:39]=2)[CH2:4][CH2:3]1.CO.[NH3:42]. No catalyst specified. The product is [CH3:1][N:2]1[CH2:7][CH2:6][CH:5]([O:8][C:9]2[CH:10]=[CH:11][C:12]3[N:16]=[CH:15][N:14]([C:17]4[S:21][C:20]([C:22]([NH2:42])=[O:24])=[C:19]([O:26][C@@H:27]([C:29]5[CH:34]=[CH:33][CH:32]=[CH:31][C:30]=5[C:35]([F:38])([F:36])[F:37])[CH3:28])[CH:18]=4)[C:13]=3[CH:39]=2)[CH2:4][CH2:3]1. The yield is 0.960.